Dataset: Full USPTO retrosynthesis dataset with 1.9M reactions from patents (1976-2016). Task: Predict the reactants needed to synthesize the given product. Given the product [C:1]([O:4][CH2:5][C:6]([CH3:36])([CH3:35])[CH2:7][N:8]1[C:14]2[CH:15]=[CH:16][C:17]([Cl:19])=[CH:18][C:13]=2[C@@H:12]([C:20]2[CH:25]=[CH:24][CH:23]=[C:22]([O:26][CH3:27])[C:21]=2[O:28][CH3:29])[O:11][C@H:10]([CH2:30][C:31]([NH:52][C:53]2[S:54][C:55]([CH2:64][CH2:65][C:66]([O:68][CH3:69])=[O:67])=[C:56]([C:58]3[CH:63]=[CH:62][CH:61]=[CH:60][CH:59]=3)[N:57]=2)=[O:32])[C:9]1=[O:34])(=[O:3])[CH3:2], predict the reactants needed to synthesize it. The reactants are: [C:1]([O:4][CH2:5][C:6]([CH3:36])([CH3:35])[CH2:7][N:8]1[C:14]2[CH:15]=[CH:16][C:17]([Cl:19])=[CH:18][C:13]=2[C@@H:12]([C:20]2[CH:25]=[CH:24][CH:23]=[C:22]([O:26][CH3:27])[C:21]=2[O:28][CH3:29])[O:11][C@H:10]([CH2:30][C:31](O)=[O:32])[C:9]1=[O:34])(=[O:3])[CH3:2].C(N(CC)CC)C.ClC(OCC(C)C)=O.[NH2:52][C:53]1[S:54][C:55]([CH2:64][CH2:65][C:66]([O:68][CH3:69])=[O:67])=[C:56]([C:58]2[CH:63]=[CH:62][CH:61]=[CH:60][CH:59]=2)[N:57]=1.N1C=CC=CC=1.